This data is from Full USPTO retrosynthesis dataset with 1.9M reactions from patents (1976-2016). The task is: Predict the reactants needed to synthesize the given product. Given the product [F:30][C:2]1([F:1])[CH2:3][CH2:4][C:5]([CH2:9][NH:10][C:11]([C:13]2[C:14]3[CH:15]=[CH:16][C:17]([CH:24]4[CH2:28][CH2:27][CH:26]([N:32]([CH3:33])[CH3:31])[CH2:25]4)=[N:18][C:19]=3[CH:20]=[CH:21][C:22]=2[Cl:23])=[O:12])([OH:8])[CH2:6][CH2:7]1, predict the reactants needed to synthesize it. The reactants are: [F:1][C:2]1([F:30])[CH2:7][CH2:6][C:5]([CH2:9][NH:10][C:11]([C:13]2[C:14]3[CH:15]=[CH:16][C:17]([CH:24]4[CH2:28][CH2:27][C:26](=O)[CH2:25]4)=[N:18][C:19]=3[CH:20]=[CH:21][C:22]=2[Cl:23])=[O:12])([OH:8])[CH2:4][CH2:3]1.[CH3:31][NH:32][CH3:33].